From a dataset of Peptide-MHC class I binding affinity with 185,985 pairs from IEDB/IMGT. Regression. Given a peptide amino acid sequence and an MHC pseudo amino acid sequence, predict their binding affinity value. This is MHC class I binding data. (1) The peptide sequence is AAHARFVAA. The MHC is HLA-B35:01 with pseudo-sequence HLA-B35:01. The binding affinity (normalized) is 0. (2) The peptide sequence is YQAVVPLVY. The binding affinity (normalized) is 0.780. The MHC is HLA-B18:01 with pseudo-sequence HLA-B18:01. (3) The peptide sequence is ICDDVLSKY. The MHC is HLA-B07:02 with pseudo-sequence HLA-B07:02. The binding affinity (normalized) is 0.0847. (4) The peptide sequence is ELRRRLPLF. The MHC is HLA-A26:02 with pseudo-sequence HLA-A26:02. The binding affinity (normalized) is 1.00. (5) The peptide sequence is SYLVVFPL. The MHC is H-2-Kd with pseudo-sequence H-2-Kd. The binding affinity (normalized) is 0.332. (6) The peptide sequence is VYRIMTRGL. The MHC is HLA-A24:03 with pseudo-sequence HLA-A24:03. The binding affinity (normalized) is 0.412. (7) The peptide sequence is QTVEMSPFY. The MHC is HLA-B57:01 with pseudo-sequence HLA-B57:01. The binding affinity (normalized) is 0.383. (8) The peptide sequence is KDPIEGEETY. The MHC is Mamu-B01 with pseudo-sequence Mamu-B01. The binding affinity (normalized) is 0. (9) The peptide sequence is IPRRIRQGL. The MHC is HLA-B54:01 with pseudo-sequence HLA-B54:01. The binding affinity (normalized) is 0.0396. (10) The peptide sequence is SYVFNFHKY. The MHC is HLA-B08:02 with pseudo-sequence HLA-B08:02. The binding affinity (normalized) is 0.0847.